This data is from hERG Central: cardiac toxicity at 1µM, 10µM, and general inhibition. The task is: Predict hERG channel inhibition at various concentrations. (1) The drug is O=C(COC(=O)c1ccc(F)cc1F)Nc1cccnc1Cl. Results: hERG_inhib (hERG inhibition (general)): blocker. (2) The compound is Br.COc1cccc(C(=O)CN2C3=NCCCN3c3ccccc32)c1. Results: hERG_inhib (hERG inhibition (general)): blocker. (3) The drug is CN1CCN(CC(=O)Nc2ccc(Cl)cc2Cl)CC1. Results: hERG_inhib (hERG inhibition (general)): blocker.